This data is from Peptide-MHC class II binding affinity with 134,281 pairs from IEDB. The task is: Regression. Given a peptide amino acid sequence and an MHC pseudo amino acid sequence, predict their binding affinity value. This is MHC class II binding data. (1) The peptide sequence is GAVFLGFLGAAGSTMG. The MHC is DRB1_0901 with pseudo-sequence DRB1_0901. The binding affinity (normalized) is 0.898. (2) The peptide sequence is SNNGIKQQGIRYANP. The MHC is DRB1_1302 with pseudo-sequence DRB1_1302. The binding affinity (normalized) is 0.441. (3) The peptide sequence is GEMRLRDDQRKVFRE. The MHC is DRB1_0701 with pseudo-sequence DRB1_0701. The binding affinity (normalized) is 0. (4) The peptide sequence is YMDVISRRDQRGSGQ. The MHC is HLA-DQA10303-DQB10402 with pseudo-sequence HLA-DQA10303-DQB10402. The binding affinity (normalized) is 0.